This data is from Forward reaction prediction with 1.9M reactions from USPTO patents (1976-2016). The task is: Predict the product of the given reaction. (1) Given the reactants [F:1][C:2]([F:26])([F:25])[C:3]1[CH:4]=[C:5]([CH:18]=[C:19]([C:21]([F:24])([F:23])[F:22])[CH:20]=1)[C:6]([N:8]1[CH2:13][CH2:12][CH2:11][CH2:10][CH:9]1[CH2:14][C:15](O)=[O:16])=[O:7].[Cl:27][C:28]1[CH:34]=[CH:33][C:31]([NH2:32])=[CH:30][CH:29]=1.O.ON1C2C=CC=CC=2N=N1.Cl.CN(C)CCCN=C=NCC.C(N(CC)C(C)C)(C)C, predict the reaction product. The product is: [F:22][C:21]([F:23])([F:24])[C:19]1[CH:18]=[C:5]([CH:4]=[C:3]([C:2]([F:1])([F:25])[F:26])[CH:20]=1)[C:6]([N:8]1[CH2:13][CH2:12][CH2:11][CH2:10][CH:9]1[CH2:14][C:15]([NH:32][C:31]1[CH:33]=[CH:34][C:28]([Cl:27])=[CH:29][CH:30]=1)=[O:16])=[O:7]. (2) Given the reactants [CH3:1][O:2][C:3]1[CH:4]=[C:5]([C:9]2[S:13][C:12]([NH2:14])=[N:11][N:10]=2)[CH:6]=[CH:7][CH:8]=1.Br[CH2:16][C:17]([C:19]1[O:23][N:22]=[C:21]([C:24]2[CH:29]=[CH:28][C:27]([Cl:30])=[CH:26][C:25]=2[Cl:31])[CH:20]=1)=O, predict the reaction product. The product is: [Cl:31][C:25]1[CH:26]=[C:27]([Cl:30])[CH:28]=[CH:29][C:24]=1[C:21]1[CH:20]=[C:19]([C:17]2[N:14]=[C:12]3[N:11]([CH:16]=2)[NH:10][CH:9]([C:5]2[CH:6]=[CH:7][CH:8]=[C:3]([O:2][CH3:1])[CH:4]=2)[S:13]3)[O:23][N:22]=1. (3) Given the reactants [CH2:1]([C:3]1[CH:4]=[C:5]([CH:8]=O)[NH:6][N:7]=1)[CH3:2].[CH2:10]1[CH2:19][O:18][C:17]2[CH:16]=[CH:15][C:14]([NH2:20])=[C:13]([NH2:21])[C:12]=2[O:11]1.S(S([O-])=O)([O-])(=O)=O.[Na+].[Na+], predict the reaction product. The product is: [CH2:1]([C:3]1[CH:4]=[C:5]([C:8]2[NH:20][C:14]3[CH:15]=[CH:16][C:17]4[O:18][CH2:19][CH2:10][O:11][C:12]=4[C:13]=3[N:21]=2)[NH:6][N:7]=1)[CH3:2]. (4) Given the reactants [OH:1][C:2]([C:13]1[CH:18]=[CH:17][C:16]([CH3:19])=[CH:15][CH:14]=1)([C:6]1[CH:11]=[CH:10][C:9]([CH3:12])=[CH:8][CH:7]=1)[C:3](O)=[O:4].[NH2:20][CH2:21][CH2:22][CH2:23][N:24]1[CH2:29][CH2:28][CH:27]([C:30]2[CH:31]=[C:32]([NH:37][C:38](=[O:42])[CH:39]([CH3:41])[CH3:40])[CH:33]=[CH:34][C:35]=2[CH3:36])[CH2:26][CH2:25]1, predict the reaction product. The product is: [OH:1][C:2]([C:6]1[CH:11]=[CH:10][C:9]([CH3:12])=[CH:8][CH:7]=1)([C:13]1[CH:18]=[CH:17][C:16]([CH3:19])=[CH:15][CH:14]=1)[C:3]([NH:20][CH2:21][CH2:22][CH2:23][N:24]1[CH2:29][CH2:28][CH:27]([C:30]2[CH:31]=[C:32]([NH:37][C:38](=[O:42])[CH:39]([CH3:40])[CH3:41])[CH:33]=[CH:34][C:35]=2[CH3:36])[CH2:26][CH2:25]1)=[O:4]. (5) The product is: [F:17][C:2]([F:1])([F:16])[S:3]([O:6][C:7]1[CH:8]=[C:9]2[C:15]([Br:23])=[CH:14][S:13][C:10]2=[CH:11][N:12]=1)(=[O:5])=[O:4]. Given the reactants [F:1][C:2]([F:17])([F:16])[S:3]([O:6][C:7]1[CH:8]=[C:9]2[CH:15]=[CH:14][S:13][C:10]2=[CH:11][N:12]=1)(=[O:5])=[O:4].C([O-])(=O)C.[Na+].[Br:23]Br.CC(O)=O.C([O-])([O-])=O.[Na+].[Na+], predict the reaction product. (6) Given the reactants [C:1]([S:5]([C:8]1[CH:9]=[C:10]2[C:15](=[CH:16][C:17]=1[O:18][CH2:19][CH2:20]SC)[N:14]=[CH:13][N:12]=[C:11]2[NH:23][C:24]1[CH:25]=[CH:26][C:27]2[S:31][CH:30]=[N:29][C:28]=2[CH:32]=1)(=O)=[O:6])([CH3:4])([CH3:3])[CH3:2].[CH2:33]1COCC1.O[O:39][S:40]([O-:42])=O.[K+].[OH2:44], predict the reaction product. The product is: [C:1]([S:5]([C:8]1[CH:9]=[C:10]2[C:15](=[CH:16][C:17]=1[O:18][CH2:19][CH2:20][S:40]([CH3:33])(=[O:42])=[O:39])[N:14]=[CH:13][N:12]=[C:11]2[NH:23][C:24]1[CH:25]=[CH:26][C:27]2[S:31][CH:30]=[N:29][C:28]=2[CH:32]=1)(=[O:6])=[O:44])([CH3:3])([CH3:4])[CH3:2].